This data is from NCI-60 drug combinations with 297,098 pairs across 59 cell lines. The task is: Regression. Given two drug SMILES strings and cell line genomic features, predict the synergy score measuring deviation from expected non-interaction effect. (1) Drug 1: C1=NC2=C(N=C(N=C2N1C3C(C(C(O3)CO)O)O)F)N. Drug 2: C(CN)CNCCSP(=O)(O)O. Cell line: SW-620. Synergy scores: CSS=3.56, Synergy_ZIP=2.85, Synergy_Bliss=3.81, Synergy_Loewe=2.61, Synergy_HSA=-1.18. (2) Drug 1: CS(=O)(=O)OCCCCOS(=O)(=O)C. Drug 2: N.N.Cl[Pt+2]Cl. Cell line: M14. Synergy scores: CSS=8.25, Synergy_ZIP=7.59, Synergy_Bliss=8.10, Synergy_Loewe=-26.7, Synergy_HSA=-0.558.